From a dataset of Reaction yield outcomes from USPTO patents with 853,638 reactions. Predict the reaction yield, written as a fraction of the theoretical maximum amount of product (1.0 means a 100% yield; for example, 0.34 means a 34% yield). (1) The reactants are [CH2:1]([OH:5])[CH2:2][CH2:3][OH:4].C[Si]([N-][Si](C)(C)C)(C)C.[Li+].[CH:16]1([NH:19][C:20]([C:22]2[S:35][C:25]3=[N:26][C:27](S(C)=O)=[C:28]([Cl:31])[C:29]([CH3:30])=[C:24]3[C:23]=2[NH2:36])=[O:21])[CH2:18][CH2:17]1. The catalyst is C1COCC1. The product is [CH:16]1([NH:19][C:20]([C:22]2[S:35][C:25]3=[N:26][C:27]([O:4][CH2:3][CH2:2][CH2:1][OH:5])=[C:28]([Cl:31])[C:29]([CH3:30])=[C:24]3[C:23]=2[NH2:36])=[O:21])[CH2:18][CH2:17]1. The yield is 0.670. (2) The product is [OH:21][CH:20]([C:8]1[N:9]([C:13]2[CH:18]=[CH:17][CH:16]=[CH:15][C:14]=2[CH3:19])[C:10](=[O:12])[C:11]2[C:6]([CH:7]=1)=[CH:5][CH:4]=[CH:3][C:2]=2[CH3:1])[CH3:23]. The reactants are [CH3:1][C:2]1[CH:3]=[CH:4][CH:5]=[C:6]2[C:11]=1[C:10](=[O:12])[N:9]([C:13]1[CH:18]=[CH:17][CH:16]=[CH:15][C:14]=1[CH3:19])[C:8]([CH:20]=[O:21])=[CH:7]2.O.[CH2:23]1COCC1. The yield is 0.710. No catalyst specified. (3) The reactants are [C:1]([O:5][C:6](=[O:30])[NH:7][C@@H:8]([CH2:26][CH:27]([CH3:29])[CH3:28])[CH2:9][O:10][C:11]1[CH:12]=[CH:13][C:14]2[C:24]3[C:19](=[CH:20][N:21]=[CH:22][CH:23]=3)[C:18](=[O:25])[O:17][C:15]=2[CH:16]=1)([CH3:4])([CH3:3])[CH3:2].C1C(=O)N([Br:38])C(=O)C1.O. The catalyst is C(#N)C. The product is [C:1]([O:5][C:6](=[O:30])[NH:7][C@@H:8]([CH2:26][CH:27]([CH3:28])[CH3:29])[CH2:9][O:10][C:11]1[C:12]([Br:38])=[CH:13][C:14]2[C:24]3[C:19](=[CH:20][N:21]=[CH:22][CH:23]=3)[C:18](=[O:25])[O:17][C:15]=2[CH:16]=1)([CH3:4])([CH3:3])[CH3:2]. The yield is 0.670. (4) The reactants are [CH2:1]([C:5]1(O)[C:9]2[CH:10]=[C:11]([NH:16][C:17](=[O:23])[CH2:18][C:19]([CH3:22])([CH3:21])[CH3:20])[C:12]([CH3:15])=[C:13]([CH3:14])[C:8]=2[O:7][C:6]1([CH3:25])[CH3:24])[CH2:2][CH2:3][CH3:4]. The catalyst is C(OCC)(=O)C.CCCCCC. The product is [CH2:1]([CH:5]1[C:9]2[CH:10]=[C:11]([NH:16][C:17](=[O:23])[CH2:18][C:19]([CH3:22])([CH3:21])[CH3:20])[C:12]([CH3:15])=[C:13]([CH3:14])[C:8]=2[O:7][C:6]1([CH3:24])[CH3:25])[CH2:2][CH2:3][CH3:4]. The yield is 0.770. (5) The reactants are [Cl:1][C:2]1[C:3]([O:12][C:13]2[CH:18]=[C:17]([O:19][CH2:20][CH2:21][CH2:22][O:23][CH3:24])[CH:16]=[CH:15][C:14]=2/[CH:25]=[C:26](\[O:30][CH3:31])/[C:27](O)=[O:28])=[N:4][CH:5]=[C:6]([C:8]([F:11])([F:10])[F:9])[CH:7]=1.CC1C=CC=C([N+]([O-])=O)C=1C(OC(=O)C1C([N+]([O-])=O)=CC=CC=1C)=O.[CH2:57]([S:62]([NH2:65])(=[O:64])=[O:63])[CH2:58][CH2:59][CH2:60][CH3:61].[Cl-].[NH4+]. The catalyst is C(#N)C.CN(C)C1C=CN=CC=1.C(N(CC)CC)C. The product is [Cl:1][C:2]1[C:3]([O:12][C:13]2[CH:18]=[C:17]([O:19][CH2:20][CH2:21][CH2:22][O:23][CH3:24])[CH:16]=[CH:15][C:14]=2/[CH:25]=[C:26](\[O:30][CH3:31])/[C:27]([NH:65][S:62]([CH2:57][CH2:58][CH2:59][CH2:60][CH3:61])(=[O:64])=[O:63])=[O:28])=[N:4][CH:5]=[C:6]([C:8]([F:10])([F:9])[F:11])[CH:7]=1. The yield is 0.510. (6) The reactants are [F:1][C:2]1[CH:7]=[CH:6][C:5]([N:8]=[C:9]=[O:10])=[CH:4][CH:3]=1.[F:11][C:12]([F:32])([F:31])[O:13][C:14]1[CH:19]=[CH:18][C:17]([C:20]2([N:23]3[CH2:28][CH2:27][CH:26]([O:29][NH2:30])[CH2:25][CH2:24]3)[CH2:22][CH2:21]2)=[CH:16][CH:15]=1. The catalyst is O1CCCC1. The product is [F:1][C:2]1[CH:7]=[CH:6][C:5]([NH:8][C:9]([NH:30][O:29][CH:26]2[CH2:27][CH2:28][N:23]([C:20]3([C:17]4[CH:18]=[CH:19][C:14]([O:13][C:12]([F:11])([F:31])[F:32])=[CH:15][CH:16]=4)[CH2:21][CH2:22]3)[CH2:24][CH2:25]2)=[O:10])=[CH:4][CH:3]=1. The yield is 0.980.